The task is: Predict which catalyst facilitates the given reaction.. This data is from Catalyst prediction with 721,799 reactions and 888 catalyst types from USPTO. Reactant: [Br:1][C:2]1[CH:3]=[C:4]2[C:9](=[CH:10][CH:11]=1)[C:8](=[O:12])[NH:7][CH:6]=[C:5]2[S:13]([N:16]1[CH2:22][CH2:21][CH2:20][N:19]([C:23]([O:25][C:26]([CH3:29])([CH3:28])[CH3:27])=[O:24])[CH2:18][CH2:17]1)(=[O:15])=[O:14].CS(O[CH2:35][C:36]1([CH2:39][O:40][Si:41]([C:44]([CH3:47])([CH3:46])[CH3:45])([CH3:43])[CH3:42])[CH2:38][CH2:37]1)(=O)=O.C(=O)([O-])[O-].[Cs+].[Cs+]. Product: [Br:1][C:2]1[CH:3]=[C:4]2[C:9](=[CH:10][CH:11]=1)[C:8](=[O:12])[N:7]([CH2:35][C:36]1([CH2:39][O:40][Si:41]([C:44]([CH3:47])([CH3:46])[CH3:45])([CH3:43])[CH3:42])[CH2:37][CH2:38]1)[CH:6]=[C:5]2[S:13]([N:16]1[CH2:22][CH2:21][CH2:20][N:19]([C:23]([O:25][C:26]([CH3:29])([CH3:28])[CH3:27])=[O:24])[CH2:18][CH2:17]1)(=[O:14])=[O:15]. The catalyst class is: 18.